This data is from Forward reaction prediction with 1.9M reactions from USPTO patents (1976-2016). The task is: Predict the product of the given reaction. (1) Given the reactants [C:1](Cl)(=[O:3])[CH3:2].[NH2:5][C:6]1[CH:7]=[CH:8][C:9]([CH3:25])=[C:10]([NH:12][C:13]2[CH:14]=[C:15]3[C:19](=[CH:20][CH:21]=2)[C:18](=[O:22])[C:17]([CH3:24])([CH3:23])[CH2:16]3)[CH:11]=1, predict the reaction product. The product is: [CH3:24][C:17]1([CH3:23])[CH2:16][C:15]2[C:19](=[CH:20][CH:21]=[C:13]([NH:12][C:10]3[CH:11]=[C:6]([NH:5][C:1](=[O:3])[CH3:2])[CH:7]=[CH:8][C:9]=3[CH3:25])[CH:14]=2)[C:18]1=[O:22]. (2) Given the reactants [CH3:1][N:2]1[C:6]([C:7]2[C:16]3[C:11](=[CH:12][CH:13]=[CH:14][CH:15]=3)[CH:10]=[CH:9][CH:8]=2)=[C:5]([S:17][CH2:18][C:19]([O:21]CC)=[O:20])[N:4]=[CH:3]1.[OH-].[Na+], predict the reaction product. The product is: [CH3:1][N:2]1[C:6]([C:7]2[C:16]3[C:11](=[CH:12][CH:13]=[CH:14][CH:15]=3)[CH:10]=[CH:9][CH:8]=2)=[C:5]([S:17][CH2:18][C:19]([OH:21])=[O:20])[N:4]=[CH:3]1.